Predict the product of the given reaction. From a dataset of Forward reaction prediction with 1.9M reactions from USPTO patents (1976-2016). Given the reactants C(OC(=O)[NH:10][C@@H:11]([CH2:27][OH:28])[C:12]([NH:14][CH2:15][CH:16]([OH:26])[CH2:17][NH:18][C:19]([O:21][C:22]([CH3:25])([CH3:24])[CH3:23])=[O:20])=[O:13])C1C=CC=CC=1, predict the reaction product. The product is: [C:22]([O:21][C:19]([NH:18][CH2:17][CH:16]([OH:26])[CH2:15][NH:14][C:12](=[O:13])[C@H:11]([CH2:27][OH:28])[NH2:10])=[O:20])([CH3:25])([CH3:23])[CH3:24].